From a dataset of Reaction yield outcomes from USPTO patents with 853,638 reactions. Predict the reaction yield, written as a fraction of the theoretical maximum amount of product (1.0 means a 100% yield; for example, 0.34 means a 34% yield). (1) The reactants are [Cl:1][C:2]1[CH:3]=[C:4]([N:12]([CH2:29][CH3:30])[C@H:13]2[CH2:18][CH2:17][C@H:16]([N:19]([CH3:28])[CH:20]([C:22]3[CH:23]=[N:24][CH:25]=[CH:26][CH:27]=3)[CH3:21])[CH2:15][CH2:14]2)[C:5]([CH3:11])=[C:6]([CH:10]=1)[C:7](O)=[O:8].CN(C(ON1N=NC2C=CC=CC1=2)=[N+](C)C)C.[B-](F)(F)(F)F.CCN(C(C)C)C(C)C.[CH3:62][O:63][C:64]1[C:68]([CH2:69][NH2:70])=[C:67]([CH3:71])[N:66]([CH3:72])[N:65]=1. The catalyst is C(Cl)Cl.O.CN(C=O)C. The product is [Cl:1][C:2]1[CH:3]=[C:4]([N:12]([CH2:29][CH3:30])[C@H:13]2[CH2:18][CH2:17][C@H:16]([N:19]([CH3:28])[CH:20]([C:22]3[CH:23]=[N:24][CH:25]=[CH:26][CH:27]=3)[CH3:21])[CH2:15][CH2:14]2)[C:5]([CH3:11])=[C:6]([CH:10]=1)[C:7]([NH:70][CH2:69][C:68]1[C:64]([O:63][CH3:62])=[N:65][N:66]([CH3:72])[C:67]=1[CH3:71])=[O:8]. The yield is 0.440. (2) The reactants are [I:1][C:2]1[C:10]2[C:5](=[CH:6][CH:7]=[C:8]([C:11]([OH:13])=O)[CH:9]=2)[NH:4][N:3]=1.[CH:14]1([CH:18]([C:20]2[CH:25]=[CH:24][CH:23]=[CH:22][CH:21]=2)[NH2:19])[CH2:17][CH2:16][CH2:15]1. No catalyst specified. The product is [CH:14]1([CH:18]([C:20]2[CH:21]=[CH:22][CH:23]=[CH:24][CH:25]=2)[NH:19][C:11]([C:8]2[CH:9]=[C:10]3[C:5](=[CH:6][CH:7]=2)[NH:4][N:3]=[C:2]3[I:1])=[O:13])[CH2:15][CH2:16][CH2:17]1. The yield is 0.780. (3) The reactants are [CH3:1][O:2][C:3]1[CH:10]=[C:9]([O:11][CH3:12])[CH:8]=[CH:7][C:4]=1[CH2:5][NH2:6].N1C=CC=CC=1.[F:19][C:20]1[CH:25]=[C:24]([F:26])[CH:23]=[CH:22][C:21]=1[S:27](Cl)(=[O:29])=[O:28].[C:31](O[C:31]([O:33][C:34]([CH3:37])([CH3:36])[CH3:35])=[O:32])([O:33][C:34]([CH3:37])([CH3:36])[CH3:35])=[O:32].CN(C1C=CC=CN=1)C. The catalyst is ClCCl. The product is [F:19][C:20]1[CH:25]=[C:24]([F:26])[CH:23]=[CH:22][C:21]=1[S:27]([N:6]([CH2:5][C:4]1[CH:7]=[CH:8][C:9]([O:11][CH3:12])=[CH:10][C:3]=1[O:2][CH3:1])[C:31](=[O:32])[O:33][C:34]([CH3:37])([CH3:36])[CH3:35])(=[O:29])=[O:28]. The yield is 0.390. (4) The product is [CH3:9][O:10][C:11](=[O:24])[CH2:12][N:13]([C:14]1[C:23]2[C:18](=[CH:19][CH:20]=[CH:21][CH:22]=2)[CH:17]=[CH:16][CH:15]=1)[C:27](=[O:28])[C:26]([F:37])([F:36])[F:25]. The catalyst is ClCCl.O. The reactants are C(N(CC)CC)C.Cl.[CH3:9][O:10][C:11](=[O:24])[CH2:12][NH:13][C:14]1[C:23]2[C:18](=[CH:19][CH:20]=[CH:21][CH:22]=2)[CH:17]=[CH:16][CH:15]=1.[F:25][C:26]([F:37])([F:36])[C:27](O[C:27](=[O:28])[C:26]([F:37])([F:36])[F:25])=[O:28].Cl. The yield is 0.680. (5) The reactants are [O:1]=[C:2]1[CH:6]=[CH:5][CH2:4][N:3]1[C:7]([O:9][C:10]([CH3:13])([CH3:12])[CH3:11])=[O:8].ClCCl.CCCCCCC.FC(F)(F)S(O[Si:30]([C:33]([CH3:36])([CH3:35])[CH3:34])([CH3:32])[CH3:31])(=O)=O. The catalyst is C(OC)(C)(C)C.C(N(CC)CC)C. The product is [Si:30]([O:1][C:2]1[N:3]([C:7]([O:9][C:10]([CH3:13])([CH3:12])[CH3:11])=[O:8])[CH:4]=[CH:5][CH:6]=1)([C:33]([CH3:36])([CH3:35])[CH3:34])([CH3:32])[CH3:31]. The yield is 0.965. (6) The reactants are C(=O)([O-])[O-].[K+].[K+].[C:7]([O:10][C:11]1[CH:12]=[C:13]([CH:28]=[CH:29][C:30]=1[CH3:31])[NH:14][C:15]1[C:24]2[C:19](=[CH:20][C:21]([OH:27])=[C:22]([O:25][CH3:26])[CH:23]=2)[N:18]=[CH:17][N:16]=1)(=[O:9])[CH3:8].[CH3:32][O:33][CH2:34][CH2:35]Br. The catalyst is CN(C=O)C. The product is [C:7]([O:10][C:11]1[CH:12]=[C:13]([CH:28]=[CH:29][C:30]=1[CH3:31])[NH:14][C:15]1[C:24]2[C:19](=[CH:20][C:21]([O:27][CH2:35][CH2:34][O:33][CH3:32])=[C:22]([O:25][CH3:26])[CH:23]=2)[N:18]=[CH:17][N:16]=1)(=[O:9])[CH3:8]. The yield is 0.840.